This data is from Forward reaction prediction with 1.9M reactions from USPTO patents (1976-2016). The task is: Predict the product of the given reaction. (1) Given the reactants [CH:1]([C:3]1[N:4]=[C:5]([C:21]2[CH:26]=[CH:25][N:24]=[C:23]([NH:27][C:28](=[O:30])[CH3:29])[CH:22]=2)[S:6][C:7]=1[C:8]1[N:9]([CH2:13][O:14][CH2:15][CH2:16][Si:17]([CH3:20])([CH3:19])[CH3:18])[CH:10]=[CH:11][N:12]=1)=[O:2].[Cl:31][C:32]1[CH:37]=[CH:36][C:35]([Mg]Br)=[CH:34][CH:33]=1.CCOCC, predict the reaction product. The product is: [Cl:31][C:32]1[CH:37]=[CH:36][C:35]([CH:1]([OH:2])[C:3]2[N:4]=[C:5]([C:21]3[CH:26]=[CH:25][N:24]=[C:23]([NH:27][C:28](=[O:30])[CH3:29])[CH:22]=3)[S:6][C:7]=2[C:8]2[N:9]([CH2:13][O:14][CH2:15][CH2:16][Si:17]([CH3:20])([CH3:19])[CH3:18])[CH:10]=[CH:11][N:12]=2)=[CH:34][CH:33]=1. (2) Given the reactants [Cl:1][C:2]1[CH:3]=[C:4]([NH:8][CH2:9][C:10]2[C:19]3[C:14](=[C:15]([F:21])[C:16]([F:20])=[CH:17][CH:18]=3)[NH:13][C:12](=[O:22])[CH:11]=2)[CH:5]=[CH:6][CH:7]=1.[N:23]1[N:24]=[C:25]([C:28](O)=[O:29])[NH:26][CH:27]=1, predict the reaction product. The product is: [Cl:1][C:2]1[CH:3]=[C:4]([N:8]([CH2:9][C:10]2[C:19]3[C:14](=[C:15]([F:21])[C:16]([F:20])=[CH:17][CH:18]=3)[NH:13][C:12](=[O:22])[CH:11]=2)[C:28]([C:25]2[NH:26][CH:27]=[N:23][N:24]=2)=[O:29])[CH:5]=[CH:6][CH:7]=1. (3) Given the reactants [CH2:1]([O:8][C@H:9]([C@@H:12]([O:15][CH2:16][C:17]1[CH:22]=[CH:21][CH:20]=[CH:19][CH:18]=1)[CH2:13][OH:14])[CH2:10][OH:11])[C:2]1[CH:7]=[CH:6][CH:5]=[CH:4][CH:3]=1.[N@:23]1([C:30]([O:32][CH2:33][C:34]2[CH:39]=[CH:38][CH:37]=[CH:36][CH:35]=2)=[O:31])[CH2:25][CH:24]1[C:26]([O:28][CH3:29])=[O:27].B(F)(F)F.O(CC)CC, predict the reaction product. The product is: [CH2:33]([O:32][C:30]([NH:23][C@@H:24]([CH2:25][O:14][CH2:13][C@H:12]([O:15][CH2:16][C:17]1[CH:18]=[CH:19][CH:20]=[CH:21][CH:22]=1)[C@@H:9]([O:8][CH2:1][C:2]1[CH:3]=[CH:4][CH:5]=[CH:6][CH:7]=1)[CH2:10][OH:11])[C:26]([O:28][CH3:29])=[O:27])=[O:31])[C:34]1[CH:35]=[CH:36][CH:37]=[CH:38][CH:39]=1.